This data is from Reaction yield outcomes from USPTO patents with 853,638 reactions. The task is: Predict the reaction yield, written as a fraction of the theoretical maximum amount of product (1.0 means a 100% yield; for example, 0.34 means a 34% yield). The reactants are [CH:1]1([OH:6])[CH2:5][CH2:4][CH2:3][CH2:2]1.[H-].[Na+].Br[C:10]1[CH:14]=[CH:13][S:12][CH:11]=1.[C-]#N.[Na+]. The catalyst is CN(C)C=O.O. The product is [CH:1]1([O:6][C:10]2[CH:14]=[CH:13][S:12][CH:11]=2)[CH2:5][CH2:4][CH2:3][CH2:2]1. The yield is 0.700.